Dataset: Catalyst prediction with 721,799 reactions and 888 catalyst types from USPTO. Task: Predict which catalyst facilitates the given reaction. Reactant: [N:1]([C@@H:4]1[CH2:8][CH2:7][N:6]([C:9](=[O:29])[C@@H:10]([NH:15][C:16](=[O:28])[C@@H:17]([N:19]([C:21]([O:23][C:24]([CH3:27])([CH3:26])[CH3:25])=[O:22])[CH3:20])[CH3:18])[C:11]([CH3:14])([CH3:13])[CH3:12])[C@@H:5]1[C:30]([NH:32][C@@H:33]([CH2:38][C:39]1[CH:48]=[CH:47][C:46]2[C:41](=[CH:42][CH:43]=[CH:44][CH:45]=2)[CH:40]=1)[C:34]([O:36]C)=[O:35])=[O:31])=[N+:2]=[N-:3].[Li+].[OH-].Cl. Product: [N:1]([C@@H:4]1[CH2:8][CH2:7][N:6]([C:9](=[O:29])[C@@H:10]([NH:15][C:16](=[O:28])[C@@H:17]([N:19]([C:21]([O:23][C:24]([CH3:25])([CH3:26])[CH3:27])=[O:22])[CH3:20])[CH3:18])[C:11]([CH3:12])([CH3:14])[CH3:13])[C@@H:5]1[C:30]([NH:32][C@@H:33]([CH2:38][C:39]1[CH:48]=[CH:47][C:46]2[C:41](=[CH:42][CH:43]=[CH:44][CH:45]=2)[CH:40]=1)[C:34]([OH:36])=[O:35])=[O:31])=[N+:2]=[N-:3]. The catalyst class is: 36.